From a dataset of Reaction yield outcomes from USPTO patents with 853,638 reactions. Predict the reaction yield, written as a fraction of the theoretical maximum amount of product (1.0 means a 100% yield; for example, 0.34 means a 34% yield). (1) The reactants are [Cl:1][C:2]1[CH:3]=[N:4][N:5]([CH3:16])[C:6]=1[C:7]1[CH:8]=[C:9]([C:13]([OH:15])=O)[S:10][C:11]=1[CH3:12].C(N(CC)C(C)C)(C)C.[NH2:26][C@@H:27]([CH2:40][CH:41]1[CH2:46][CH2:45][CH2:44][CH2:43][CH2:42]1)[CH2:28][N:29]1[C:37](=[O:38])[C:36]2[C:31](=[CH:32][CH:33]=[CH:34][CH:35]=2)[C:30]1=[O:39].CC(OC(N[C@H](C(O)=O)CC1C=CC=CC=1C(F)(F)F)=O)(C)C.F[P-](F)(F)(F)(F)F.Br[P+](N1CCCC1)(N1CCCC1)N1CCCC1. The catalyst is C(Cl)Cl. The product is [Cl:1][C:2]1[CH:3]=[N:4][N:5]([CH3:16])[C:6]=1[C:7]1[CH:8]=[C:9]([C:13]([NH:26][C@H:27]([CH2:28][N:29]2[C:37](=[O:38])[C:36]3[C:31](=[CH:32][CH:33]=[CH:34][CH:35]=3)[C:30]2=[O:39])[CH2:40][CH:41]2[CH2:46][CH2:45][CH2:44][CH2:43][CH2:42]2)=[O:15])[S:10][C:11]=1[CH3:12]. The yield is 0.710. (2) The reactants are [F:1][C:2]1[CH:23]=[CH:22][C:5]([CH2:6][N:7]2[C:11](=[O:12])[N:10]([C:13]3[S:17][C:16]([C:18](O)=[O:19])=[C:15]([CH3:21])[CH:14]=3)[CH:9]=[N:8]2)=[CH:4][CH:3]=1.ON1C2C=CC=CC=2N=N1.Cl.C(N=C=NCCCN(C)C)C.C(N(CC)C(C)C)(C)C.[NH2:55][CH2:56][C:57]1[CH:58]=[N:59][CH:60]=[CH:61][CH:62]=1. The catalyst is CN(C)C=O.C(OCC)(=O)C. The product is [F:1][C:2]1[CH:23]=[CH:22][C:5]([CH2:6][N:7]2[C:11](=[O:12])[N:10]([C:13]3[S:17][C:16]([C:18]([NH:55][CH2:56][C:57]4[CH:58]=[N:59][CH:60]=[CH:61][CH:62]=4)=[O:19])=[C:15]([CH3:21])[CH:14]=3)[CH:9]=[N:8]2)=[CH:4][CH:3]=1. The yield is 0.870.